From a dataset of Full USPTO retrosynthesis dataset with 1.9M reactions from patents (1976-2016). Predict the reactants needed to synthesize the given product. (1) Given the product [OH:8][C:9]1[CH:26]=[CH:25][C:12]2[NH:13][C:14]([CH2:19][C:20]([O:22][CH2:23][CH3:24])=[O:21])=[N:15][S:16](=[O:18])(=[O:17])[C:11]=2[CH:10]=1, predict the reactants needed to synthesize it. The reactants are: C([O:8][C:9]1[CH:26]=[CH:25][C:12]2[NH:13][C:14]([CH2:19][C:20]([O:22][CH2:23][CH3:24])=[O:21])=[N:15][S:16](=[O:18])(=[O:17])[C:11]=2[CH:10]=1)C1C=CC=CC=1.[H][H]. (2) Given the product [Br:1][C:2]1[C:3]([F:11])=[C:4]([CH2:5][NH:21][CH2:20][C:17]2[CH:18]=[CH:19][C:14]([O:13][CH3:12])=[CH:15][CH:16]=2)[C:7]([Br:10])=[CH:8][CH:9]=1, predict the reactants needed to synthesize it. The reactants are: [Br:1][C:2]1[C:3]([F:11])=[C:4]([C:7]([Br:10])=[CH:8][CH:9]=1)[CH:5]=O.[CH3:12][O:13][C:14]1[CH:19]=[CH:18][C:17]([CH2:20][NH2:21])=[CH:16][CH:15]=1.